From a dataset of NCI-60 drug combinations with 297,098 pairs across 59 cell lines. Regression. Given two drug SMILES strings and cell line genomic features, predict the synergy score measuring deviation from expected non-interaction effect. (1) Drug 1: CN(C)C(=N)N=C(N)N. Drug 2: CS(=O)(=O)CCNCC1=CC=C(O1)C2=CC3=C(C=C2)N=CN=C3NC4=CC(=C(C=C4)OCC5=CC(=CC=C5)F)Cl. Cell line: UACC62. Synergy scores: CSS=22.3, Synergy_ZIP=3.24, Synergy_Bliss=5.08, Synergy_Loewe=-69.1, Synergy_HSA=5.06. (2) Drug 1: CC1=C(C(=O)C2=C(C1=O)N3CC4C(C3(C2COC(=O)N)OC)N4)N. Drug 2: B(C(CC(C)C)NC(=O)C(CC1=CC=CC=C1)NC(=O)C2=NC=CN=C2)(O)O. Cell line: HCT-15. Synergy scores: CSS=79.3, Synergy_ZIP=-5.55, Synergy_Bliss=-6.05, Synergy_Loewe=-4.01, Synergy_HSA=-1.97.